From a dataset of Full USPTO retrosynthesis dataset with 1.9M reactions from patents (1976-2016). Predict the reactants needed to synthesize the given product. (1) Given the product [CH3:31][O:32][C:33]1[C:42]2[C:37](=[C:38]([O:43][CH3:44])[CH:39]=[CH:40][CH:41]=2)[N:36]=[C:35]([C:45]([N:47]2[CH2:52][CH2:51][C:50]3([CH2:61][C:60](=[O:62])[C:59]4[C:54](=[CH:55][CH:56]=[C:57]([C:63]([NH:20][NH:19][C:12]([O:14][C:15]([CH3:18])([CH3:17])[CH3:16])=[O:13])=[O:64])[CH:58]=4)[O:53]3)[CH2:49][CH2:48]2)=[O:46])[CH:34]=1, predict the reactants needed to synthesize it. The reactants are: CCN=C=NCCCN(C)C.[C:12]([NH:19][NH2:20])([O:14][C:15]([CH3:18])([CH3:17])[CH3:16])=[O:13].C1C=CC2N(O)N=NC=2C=1.[CH3:31][O:32][C:33]1[C:42]2[C:37](=[C:38]([O:43][CH3:44])[CH:39]=[CH:40][CH:41]=2)[N:36]=[C:35]([C:45]([N:47]2[CH2:52][CH2:51][C:50]3([CH2:61][C:60](=[O:62])[C:59]4[C:54](=[CH:55][CH:56]=[C:57]([C:63](O)=[O:64])[CH:58]=4)[O:53]3)[CH2:49][CH2:48]2)=[O:46])[CH:34]=1. (2) Given the product [C:10]1([S:16][C:2]2[CH:3]=[N:4][C:5]([C:8]#[N:9])=[N:6][CH:7]=2)[CH:15]=[CH:14][CH:13]=[CH:12][CH:11]=1, predict the reactants needed to synthesize it. The reactants are: Br[C:2]1[CH:3]=[N:4][C:5]([C:8]#[N:9])=[N:6][CH:7]=1.[C:10]1([SH:16])[CH:15]=[CH:14][CH:13]=[CH:12][CH:11]=1.C(=O)([O-])[O-].[Cs+].[Cs+]. (3) Given the product [N+:1]([C:4]1[CH:5]=[C:6]([CH2:7][CH2:8][C:9]([O:11][CH2:12][CH3:13])=[O:10])[CH:19]=[CH:20][CH:21]=1)([O-:3])=[O:2], predict the reactants needed to synthesize it. The reactants are: [N+:1]([C:4]1[CH:5]=[C:6]([CH:19]=[CH:20][CH:21]=1)[CH2:7][CH:8](C(OCC)=O)[C:9]([O:11][CH2:12][CH3:13])=[O:10])([O-:3])=[O:2].[Cl-].[Li+].O. (4) The reactants are: Br[C:2]1[C:3]2[CH:10]=[CH:9][CH:8]=[CH:7][C:4]=2[S:5][CH:6]=1.CN([CH:14]=[O:15])C.[Br:16]Br. Given the product [Br:16][C:6]1[S:5][C:4]2[CH:7]=[CH:8][CH:9]=[CH:10][C:3]=2[C:2]=1[CH:14]=[O:15], predict the reactants needed to synthesize it. (5) Given the product [F:33][C:30]([F:31])([F:32])[O:29][C:26]1[CH:27]=[CH:28][C:23]([N:20]2[CH2:19][CH2:18][N:17]([S:14]([C:11]3[CH:12]=[C:13]4[C:8]([CH2:7][CH2:6][N:5]4[CH2:4][C:3]([OH:34])=[O:2])=[CH:9][CH:10]=3)(=[O:15])=[O:16])[CH2:22][CH2:21]2)=[CH:24][CH:25]=1, predict the reactants needed to synthesize it. The reactants are: C[O:2][C:3](=[O:34])[CH2:4][N:5]1[C:13]2[C:8](=[CH:9][CH:10]=[C:11]([S:14]([N:17]3[CH2:22][CH2:21][N:20]([C:23]4[CH:28]=[CH:27][C:26]([O:29][C:30]([F:33])([F:32])[F:31])=[CH:25][CH:24]=4)[CH2:19][CH2:18]3)(=[O:16])=[O:15])[CH:12]=2)[CH2:7][CH2:6]1. (6) Given the product [CH2:35]([O:34][C:32]([N:1]1[CH2:5][CH2:4][C@@H:3]([NH:6][C:7]([C:9]2[C:13]3[N:14]=[CH:15][N:16]=[C:17]([C:18]4[C:26]5[O:25][CH2:24][O:23][C:22]=5[CH:21]=[CH:20][C:19]=4[O:27][CH2:28][CH2:29][CH3:30])[C:12]=3[NH:11][CH:10]=2)=[O:8])[CH2:2]1)=[O:33])[CH3:36], predict the reactants needed to synthesize it. The reactants are: [NH:1]1[CH2:5][CH2:4][C@@H:3]([NH:6][C:7]([C:9]2[C:13]3[N:14]=[CH:15][N:16]=[C:17]([C:18]4[C:26]5[O:25][CH2:24][O:23][C:22]=5[CH:21]=[CH:20][C:19]=4[O:27][CH2:28][CH2:29][CH3:30])[C:12]=3[NH:11][CH:10]=2)=[O:8])[CH2:2]1.Cl[C:32]([O:34][CH2:35][CH3:36])=[O:33]. (7) Given the product [F:84][C:70]([F:69])([F:85])[S:71]([O:74][C@H:75]([CH3:83])[C:76]([O:78][C:79]([CH3:80])([CH3:81])[CH3:82])=[O:77])(=[O:72])=[O:73].[CH2:35]([O:42][C:43](=[O:61])[CH2:44][CH2:45][C:46]1[CH:51]=[CH:50][C:49]([C:52]2[CH:57]=[C:56]([Cl:58])[CH:55]=[CH:54][C:53]=2[Cl:59])=[CH:48][CH:47]=1)[C:36]1[CH:41]=[CH:40][CH:39]=[CH:38][CH:37]=1, predict the reactants needed to synthesize it. The reactants are: C(OC(=O)[C@H](O)C)(C)(C)C.S(OS(C(F)(F)F)(=O)=O)(C(F)(F)F)(=O)=O.N1C(C)=CC=CC=1C.Cl.[CH2:35]([O:42][C:43](=[O:61])[C@@H:44](N)[CH2:45][C:46]1[CH:51]=[CH:50][C:49]([C:52]2[CH:57]=[C:56]([Cl:58])[CH:55]=[CH:54][C:53]=2[Cl:59])=[CH:48][CH:47]=1)[C:36]1[CH:41]=[CH:40][CH:39]=[CH:38][CH:37]=1.C(N(CC)CC)C.[F:69][C:70]([F:85])([F:84])[S:71]([O:74][C@H:75]([CH3:83])[C:76]([O:78][C:79]([CH3:82])([CH3:81])[CH3:80])=[O:77])(=[O:73])=[O:72]. (8) Given the product [F:22][C:12]([CH3:15])([CH3:13])[CH2:11][C:8]1[CH:7]=[CH:6][C:5]([O:4][CH2:3][O:2][CH3:1])=[CH:10][N:9]=1, predict the reactants needed to synthesize it. The reactants are: [CH3:1][O:2][CH2:3][O:4][C:5]1[CH:6]=[CH:7][C:8]([CH2:11][C:12]([CH3:15])(O)[CH3:13])=[N:9][CH:10]=1.CCN(S(F)(F)[F:22])CC.C([O-])(O)=O.[Na+].